Task: Predict the reaction yield, written as a fraction of the theoretical maximum amount of product (1.0 means a 100% yield; for example, 0.34 means a 34% yield).. Dataset: Reaction yield outcomes from USPTO patents with 853,638 reactions (1) The yield is 0.500. The reactants are B(F)(F)F.CCOCC.[CH3:10][C:11]1[C:16](N)=[CH:15][CH:14]=[C:13]([N:18]2[CH:22]=[N:21][CH:20]=[N:19]2)[N:12]=1.N(OC(C)(C)C)=O.[C:30]([O:33]C(=O)C)(=[O:32])[CH3:31]. The product is [CH3:10][C:11]1[C:16]([O:33][C:30](=[O:32])[CH3:31])=[CH:15][CH:14]=[C:13]([N:18]2[CH:22]=[N:21][CH:20]=[N:19]2)[N:12]=1. The catalyst is CN(C)C=O.COCCOC.CCCCCC. (2) The reactants are Cl[CH:2]([C:45]1[CH:50]=[CH:49][C:48]([O:51][CH2:52][CH2:53][CH2:54][CH2:55][CH2:56][CH2:57][CH2:58][CH2:59][CH2:60][CH2:61][CH2:62][CH2:63][O:64][CH2:65][CH2:66][CH2:67][CH2:68][CH2:69][CH2:70][CH2:71][CH2:72][CH2:73][CH2:74][CH2:75][CH2:76][CH2:77][CH2:78][CH2:79][CH2:80][CH2:81][CH2:82][CH2:83][CH2:84][CH2:85][CH3:86])=[CH:47][CH:46]=1)[C:3]1[CH:8]=[CH:7][C:6]([O:9][CH2:10][CH2:11][CH2:12][CH2:13][CH2:14][CH2:15][CH2:16][CH2:17][CH2:18][CH2:19][CH2:20][CH2:21][O:22][CH2:23][CH2:24][CH2:25][CH2:26][CH2:27][CH2:28][CH2:29][CH2:30][CH2:31][CH2:32][CH2:33][CH2:34][CH2:35][CH2:36][CH2:37][CH2:38][CH2:39][CH2:40][CH2:41][CH2:42][CH2:43][CH3:44])=[CH:5][CH:4]=1.CN(C=O)C.[N-:92]=[N+:93]=[N-:94].[Na+]. The catalyst is C(Cl)(Cl)Cl. The product is [N:92]([CH:2]([C:45]1[CH:50]=[CH:49][C:48]([O:51][CH2:52][CH2:53][CH2:54][CH2:55][CH2:56][CH2:57][CH2:58][CH2:59][CH2:60][CH2:61][CH2:62][CH2:63][O:64][CH2:65][CH2:66][CH2:67][CH2:68][CH2:69][CH2:70][CH2:71][CH2:72][CH2:73][CH2:74][CH2:75][CH2:76][CH2:77][CH2:78][CH2:79][CH2:80][CH2:81][CH2:82][CH2:83][CH2:84][CH2:85][CH3:86])=[CH:47][CH:46]=1)[C:3]1[CH:8]=[CH:7][C:6]([O:9][CH2:10][CH2:11][CH2:12][CH2:13][CH2:14][CH2:15][CH2:16][CH2:17][CH2:18][CH2:19][CH2:20][CH2:21][O:22][CH2:23][CH2:24][CH2:25][CH2:26][CH2:27][CH2:28][CH2:29][CH2:30][CH2:31][CH2:32][CH2:33][CH2:34][CH2:35][CH2:36][CH2:37][CH2:38][CH2:39][CH2:40][CH2:41][CH2:42][CH2:43][CH3:44])=[CH:5][CH:4]=1)=[N+:93]=[N-:94]. The yield is 0.890. (3) The reactants are [S:1]1[CH2:6][CH2:5][CH2:4][S:3][CH2:2]1.C([Li])CCC.[Br:12][C:13]1[CH:14]=[C:15]2[C:19](=[CH:20][CH:21]=1)[C:18](=[O:22])[CH2:17][CH2:16]2.Cl. The catalyst is C1COCC1. The yield is 0.710. The product is [Br:12][C:13]1[CH:14]=[C:15]2[C:19](=[CH:20][CH:21]=1)[C:18]([CH:2]1[S:3][CH2:4][CH2:5][CH2:6][S:1]1)([OH:22])[CH2:17][CH2:16]2. (4) The reactants are [CH3:1][O:2][C:3]1[CH:8]=[CH:7][C:6]([C:9]2[N:10]=[C:11]([C:19]3[CH:24]=[CH:23][CH:22]=[CH:21][CH:20]=3)[NH:12][C:13]=2[C:14]([O:16]CC)=O)=[CH:5][CH:4]=1.[NH3:25]. No catalyst specified. The product is [CH3:1][O:2][C:3]1[CH:8]=[CH:7][C:6]([C:9]2[N:10]=[C:11]([C:19]3[CH:24]=[CH:23][CH:22]=[CH:21][CH:20]=3)[NH:12][C:13]=2[C:14]([NH2:25])=[O:16])=[CH:5][CH:4]=1. The yield is 0.160. (5) The reactants are [Li+].[B-](CC)(CC)CC.[CH3:9][O:10][C:11]1[C:12]([O:71][CH2:72][CH2:73][CH2:74][O:75][C:76]2[C:112]([O:113][CH3:114])=[CH:111][C:79]3[C:80](=[O:110])[N:81]4[CH:96]=[C:95]([C:97]5[CH:102]=[CH:101][C:100]([N:103]6[CH2:108][CH2:107][N:106]([CH3:109])[CH2:105][CH2:104]6)=[CH:99][CH:98]=5)[CH2:94][C@H:82]4[C:83](=O)[N:84](COCC[Si](C)(C)C)[C:78]=3[CH:77]=2)=[CH:13][C:14]2[N:20](COCC[Si](C)(C)C)[C:19](=O)[C@@H:18]3[CH2:30][C:31]([C:33]4[CH:38]=[CH:37][C:36]([NH:39][C:40](=[O:68])[C@@H:41]([NH:43][C:44](=[O:67])[C@@H:45]([NH:49][C:50](=[O:66])[O:51][CH2:52][CH:53]5[C:65]6[CH:64]=[CH:63][CH:62]=[CH:61][C:60]=6[C:59]6[C:54]5=[CH:55][CH:56]=[CH:57][CH:58]=6)[CH:46]([CH3:48])[CH3:47])[CH3:42])=[CH:35][CH:34]=4)=[CH:32][N:17]3[C:16](=[O:69])[C:15]=2[CH:70]=1. The catalyst is C1COCC1. The product is [CH3:9][O:10][C:11]1[C:12]([O:71][CH2:72][CH2:73][CH2:74][O:75][C:76]2[C:112]([O:113][CH3:114])=[CH:111][C:79]3[C:80](=[O:110])[N:81]4[CH:96]=[C:95]([C:97]5[CH:98]=[CH:99][C:100]([N:103]6[CH2:108][CH2:107][N:106]([CH3:109])[CH2:105][CH2:104]6)=[CH:101][CH:102]=5)[CH2:94][C@H:82]4[CH:83]=[N:84][C:78]=3[CH:77]=2)=[CH:13][C:14]2[N:20]=[CH:19][C@@H:18]3[CH2:30][C:31]([C:33]4[CH:34]=[CH:35][C:36]([NH:39][C:40](=[O:68])[C@@H:41]([NH:43][C:44](=[O:67])[C@@H:45]([NH:49][C:50](=[O:66])[O:51][CH2:52][CH:53]5[C:54]6[CH:55]=[CH:56][CH:57]=[CH:58][C:59]=6[C:60]6[C:65]5=[CH:64][CH:63]=[CH:62][CH:61]=6)[CH:46]([CH3:47])[CH3:48])[CH3:42])=[CH:37][CH:38]=4)=[CH:32][N:17]3[C:16](=[O:69])[C:15]=2[CH:70]=1. The yield is 0.630. (6) The reactants are [C:1]1([NH2:11])[C:10]2[CH2:9][CH2:8][CH2:7][CH2:6][C:5]=2[CH:4]=[CH:3][CH:2]=1.N1C2C(=CC=C3CCCC3=2)[C:14](=[O:24])[C:13]1=[O:25]. No catalyst specified. The product is [CH:7]1[CH:6]=[C:5]2[CH:4]=[CH:3][C:2]3[C:13](=[O:25])[C:14](=[O:24])[NH:11][C:1]=3[C:10]2=[CH:9][CH:8]=1. The yield is 0.540.